The task is: Predict which catalyst facilitates the given reaction.. This data is from Catalyst prediction with 721,799 reactions and 888 catalyst types from USPTO. Reactant: N#N.[N+:3]([C:6]1[CH:10]=[N:9][N:8]([CH2:11][C:12]2[N:13]=[C:14]([CH2:17][OH:18])[S:15][CH:16]=2)[N:7]=1)([O-:5])=[O:4].[CH3:19]I. Product: [CH3:19][O:18][CH2:17][C:14]1[S:15][CH:16]=[C:12]([CH2:11][N:8]2[N:7]=[C:6]([N+:3]([O-:5])=[O:4])[CH:10]=[N:9]2)[N:13]=1. The catalyst class is: 2.